From a dataset of Forward reaction prediction with 1.9M reactions from USPTO patents (1976-2016). Predict the product of the given reaction. (1) Given the reactants [Cl:1][C:2]1[CH:16]=[CH:15][C:5]([O:6][CH:7]([CH2:13][CH3:14])[C:8]([O:10][CH2:11][CH3:12])=[O:9])=[C:4]([C:17]#[C:18][C:19]2[CH:24]=[C:23]([S:25]([CH2:28][CH2:29][CH3:30])(=[O:27])=[O:26])[CH:22]=[CH:21][C:20]=2[CH3:31])[CH:3]=1.Cl[C:33]1C=CC(O)=C(C#CC2C=C(S(CCC)(=O)=O)C=CC=2C)C=1.BrC(CCC)C(OCC)=O, predict the reaction product. The product is: [Cl:1][C:2]1[CH:16]=[CH:15][C:5]([O:6][CH:7]([CH2:13][CH2:14][CH3:33])[C:8]([O:10][CH2:11][CH3:12])=[O:9])=[C:4]([C:17]#[C:18][C:19]2[CH:24]=[C:23]([S:25]([CH2:28][CH2:29][CH3:30])(=[O:27])=[O:26])[CH:22]=[CH:21][C:20]=2[CH3:31])[CH:3]=1. (2) Given the reactants [CH2:1]([N:8]([CH2:21][C:22]1[CH:42]=[CH:41][C:25]([O:26][C:27]2[CH:40]=[CH:39][C:30]([O:31][CH2:32][CH2:33][CH2:34][CH2:35][C:36](O)=[O:37])=[CH:29][CH:28]=2)=[CH:24][CH:23]=1)[C:9]1[CH:14]=[CH:13][CH:12]=[C:11]([NH:15][S:16]([CH3:19])(=[O:18])=[O:17])[C:10]=1[CH3:20])[C:2]1[CH:7]=[CH:6][CH:5]=[CH:4][CH:3]=1.Cl.C([O:46][C:47](=[O:51])[CH2:48][NH:49][CH3:50])C, predict the reaction product. The product is: [CH2:1]([N:8]([CH2:21][C:22]1[CH:23]=[CH:24][C:25]([O:26][C:27]2[CH:28]=[CH:29][C:30]([O:31][CH2:32][CH2:33][CH2:34][CH2:35][C:36]([N:49]([CH3:50])[CH2:48][C:47]([OH:46])=[O:51])=[O:37])=[CH:39][CH:40]=2)=[CH:41][CH:42]=1)[C:9]1[CH:14]=[CH:13][CH:12]=[C:11]([NH:15][S:16]([CH3:19])(=[O:17])=[O:18])[C:10]=1[CH3:20])[C:2]1[CH:3]=[CH:4][CH:5]=[CH:6][CH:7]=1. (3) Given the reactants C[N:2](C)/[CH:3]=[CH:4]/[C:5]([C:7]1[C:12](=[O:13])[CH:11]=[CH:10][N:9]([C:14]2[CH:19]=[CH:18][CH:17]=[C:16]([C:20]([F:23])([F:22])[F:21])[CH:15]=2)[N:8]=1)=O.[F:25][C:26]1[CH:31]=[CH:30][CH:29]=[CH:28][C:27]=1[NH:32]N, predict the reaction product. The product is: [F:25][C:26]1[CH:31]=[CH:30][CH:29]=[CH:28][C:27]=1[N:32]1[C:5]([C:7]2[C:12](=[O:13])[CH:11]=[CH:10][N:9]([C:14]3[CH:19]=[CH:18][CH:17]=[C:16]([C:20]([F:23])([F:22])[F:21])[CH:15]=3)[N:8]=2)=[CH:4][CH:3]=[N:2]1. (4) Given the reactants [Cl:1][C:2]1[CH:3]=[CH:4][C:5]([O:35][CH3:36])=[C:6]([CH:34]=1)[CH2:7][CH:8]1[C:14](=[O:15])[N:13]([C:16]([NH:18][C@H:19]([CH2:31][CH3:32])[C:20]([NH:22][C:23]2[CH:24]=[C:25]([C:28]([OH:30])=[O:29])N[CH:27]=2)=[O:21])=[O:17])[CH2:12][C:11](=[O:33])[NH:10][CH2:9]1.[N+]([C:40]1[CH:41]=C(C(O)=O)N[CH:44]=1)([O-])=O.CC1C=CC([N+]([O-])=O)=CC=1C(O)=O, predict the reaction product. The product is: [Cl:1][C:2]1[CH:3]=[CH:4][C:5]([O:35][CH3:36])=[C:6]([CH:34]=1)[CH2:7][CH:8]1[C:14](=[O:15])[N:13]([C:16]([NH:18][C@H:19]([CH2:31][CH3:32])[C:20]([NH:22][C:23]2[CH:27]=[CH:44][C:40]([CH3:41])=[C:25]([CH:24]=2)[C:28]([OH:30])=[O:29])=[O:21])=[O:17])[CH2:12][C:11](=[O:33])[NH:10][CH2:9]1. (5) Given the reactants [F:1][C:2]1[CH:3]=[C:4]([CH2:26][N:27]2[CH2:30][CH:29](O)[CH2:28]2)[CH:5]=[CH:6][C:7]=1[C:8]1[S:9][C:10]2[C:15]([N:16]=1)=[CH:14][CH:13]=[C:12]([C:17]1([C:20]3[CH:25]=[CH:24][CH:23]=[CH:22][CH:21]=3)[CH2:19][CH2:18]1)[N:11]=2.C(N(S(F)(F)[F:38])CC)C, predict the reaction product. The product is: [F:1][C:2]1[CH:3]=[C:4]([CH2:26][N:27]2[CH2:30][CH:29]([F:38])[CH2:28]2)[CH:5]=[CH:6][C:7]=1[C:8]1[S:9][C:10]2[C:15]([N:16]=1)=[CH:14][CH:13]=[C:12]([C:17]1([C:20]3[CH:25]=[CH:24][CH:23]=[CH:22][CH:21]=3)[CH2:19][CH2:18]1)[N:11]=2.